From a dataset of Forward reaction prediction with 1.9M reactions from USPTO patents (1976-2016). Predict the product of the given reaction. (1) Given the reactants [Cl:1][C:2]1[CH:9]=[CH:8][C:5]([CH2:6]Br)=[CH:4][CH:3]=1.[CH3:10][C:11]1([CH3:20])[CH2:16][C:15](=[O:17])[CH2:14][C:13]([CH3:19])([CH3:18])[NH:12]1.C([O-])([O-])=O.[Cs+].[Cs+], predict the reaction product. The product is: [Cl:1][C:2]1[CH:9]=[CH:8][C:5]([CH2:6][N:12]2[C:13]([CH3:18])([CH3:19])[CH2:14][C:15](=[O:17])[CH2:16][C:11]2([CH3:20])[CH3:10])=[CH:4][CH:3]=1. (2) Given the reactants [OH:1][C:2]1[CH:3]=[C:4]([NH:8][C:9](=[O:11])[CH3:10])[CH:5]=[CH:6][CH:7]=1.[CH2:12]=O.O.[NH:15]1[CH2:19][CH2:18][CH2:17][CH2:16]1, predict the reaction product. The product is: [OH:1][C:2]1[CH:3]=[C:4]([NH:8][C:9](=[O:11])[CH3:10])[CH:5]=[CH:6][C:7]=1[CH2:12][N:15]1[CH2:19][CH2:18][CH2:17][CH2:16]1. (3) Given the reactants [Cl:1][C:2]1[CH:3]=[C:4]2[C:9](=[C:10]([Cl:12])[CH:11]=1)[CH2:8][N:7]([CH3:13])[CH2:6][CH:5]2[C:14]1[CH:19]=[CH:18][C:17]([C@@](O)([C@@H](O)[C@H](O)[C@H](O)CO)C(N)=O)=[CH:16][CH:15]=1.Cl.[OH:34][CH:35]1[O:43][C@H:42]([CH2:44][OH:45])[C@@H:40]([OH:41])[C@H:38]([OH:39])[C@H:36]1[NH2:37].C[N:47]([CH:49]=[O:50])C, predict the reaction product. The product is: [Cl:1][C:2]1[CH:3]=[C:4]2[C:9](=[C:10]([Cl:12])[CH:11]=1)[CH2:8][N:7]([CH3:13])[CH2:6][CH:5]2[C:14]1[CH:15]=[C:16]([NH:47][C:49]([NH:37][CH:36]2[C@@H:38]([OH:39])[C@H:40]([OH:41])[C@@H:42]([CH2:44][OH:45])[O:43][CH:35]2[OH:34])=[O:50])[CH:17]=[CH:18][CH:19]=1. (4) Given the reactants [OH:1][CH:2]([C:5]1[CH:6]=[CH:7][CH:8]=[C:9]2[C:14]=1[N:13]([CH3:15])[C:12](=[O:16])[CH:11]=[CH:10]2)[CH2:3][OH:4].C(N(CC)CC)C.[CH3:24][C:25]1[CH:30]=[CH:29][C:28]([S:31](Cl)(=[O:33])=[O:32])=[CH:27][CH:26]=1, predict the reaction product. The product is: [CH3:24][C:25]1[CH:30]=[CH:29][C:28]([S:31]([O:4][CH2:3][CH:2]([OH:1])[C:5]2[CH:6]=[CH:7][CH:8]=[C:9]3[C:14]=2[N:13]([CH3:15])[C:12](=[O:16])[CH:11]=[CH:10]3)(=[O:33])=[O:32])=[CH:27][CH:26]=1. (5) The product is: [C:47]([O:51][C:52]([N:54]1[CH2:59][CH2:58][CH:57]([C:60]2[CH:65]=[CH:64][C:63]([NH:66][C:8]3[N:7]=[CH:6][C:5]4=[CH:4][CH:3]=[C:2]([Br:1])[N:10]4[N:9]=3)=[CH:62][CH:61]=2)[CH2:56][CH2:55]1)=[O:53])([CH3:50])([CH3:48])[CH3:49]. Given the reactants [Br:1][C:2]1[N:10]2[C:5]([CH:6]=[N:7][C:8](O)=[N:9]2)=[CH:4][CH:3]=1.CCN(C(C)C)C(C)C.CN(C=O)C.C1C=CC(N(S(C(F)(F)F)(=O)=O)S(C(F)(F)F)(=O)=O)=CC=1.[C:47]([O:51][C:52]([N:54]1[CH2:59][CH2:58][CH:57]([C:60]2[CH:65]=[CH:64][C:63]([NH2:66])=[CH:62][CH:61]=2)[CH2:56][CH2:55]1)=[O:53])([CH3:50])([CH3:49])[CH3:48], predict the reaction product. (6) Given the reactants BrC[C:3]1([CH3:17])[C:12]([N+:13]([O-:15])=[O:14])=[CH:11][C:10]([F:16])=[CH:9][CH:4]1[C:5]([O:7]C)=[O:6], predict the reaction product. The product is: [F:16][C:10]1[CH:9]=[C:4]2[C:3]([CH2:17][O:7][C:5]2=[O:6])=[C:12]([N+:13]([O-:15])=[O:14])[CH:11]=1. (7) Given the reactants [F:1][C:2]([F:23])([C:17]1[CH:22]=[CH:21][CH:20]=[CH:19][CH:18]=1)[CH2:3][NH:4][C:5]1[C:6](=[O:16])[N:7]([CH2:12][CH2:13][CH2:14]O)[C:8]([CH3:11])=[CH:9][N:10]=1.C(Br)(Br)(Br)[Br:25].C1(P(C2C=CC=CC=2)C2C=CC=CC=2)C=CC=CC=1, predict the reaction product. The product is: [F:1][C:2]([F:23])([C:17]1[CH:22]=[CH:21][CH:20]=[CH:19][CH:18]=1)[CH2:3][NH:4][C:5]1[C:6](=[O:16])[N:7]([CH2:12][CH2:13][CH2:14][Br:25])[C:8]([CH3:11])=[CH:9][N:10]=1.